Dataset: Reaction yield outcomes from USPTO patents with 853,638 reactions. Task: Predict the reaction yield, written as a fraction of the theoretical maximum amount of product (1.0 means a 100% yield; for example, 0.34 means a 34% yield). (1) The reactants are [OH:1][CH:2]1[CH2:7][CH2:6][N:5]([C:8]([O:10][C:11]([CH3:14])([CH3:13])[CH3:12])=[O:9])[CH2:4][CH2:3]1.[Cl:15][C:16]1[CH:21]=[C:20]([F:22])[CH:19]=[CH:18][C:17]=1O.N(C(OC(C)C)=O)=NC(OC(C)C)=O.C1(P(C2C=CC=CC=2)C2C=CC=CC=2)C=CC=CC=1. The catalyst is O1CCCC1. The product is [C:11]([O:10][C:8]([N:5]1[CH2:4][CH2:3][CH:2]([O:1][C:17]2[CH:18]=[CH:19][C:20]([F:22])=[CH:21][C:16]=2[Cl:15])[CH2:7][CH2:6]1)=[O:9])([CH3:14])([CH3:13])[CH3:12]. The yield is 0.730. (2) The reactants are Cl.[F:2][C:3]1[CH:8]=[C:7]([S:9]([CH3:12])(=[O:11])=[O:10])[CH:6]=[CH:5][C:4]=1[C:13]1[CH:18]=[CH:17][C:16]([O:19][CH2:20][CH:21]2[CH2:26][CH2:25][NH:24][CH2:23][CH2:22]2)=[CH:15][CH:14]=1.Cl[C:28]1[N:33]=[CH:32][C:31]([Br:34])=[CH:30][N:29]=1.C([O-])([O-])=O.[K+].[K+]. The catalyst is CS(C)=O. The product is [Br:34][C:31]1[CH:30]=[N:29][C:28]([N:24]2[CH2:25][CH2:26][CH:21]([CH2:20][O:19][C:16]3[CH:15]=[CH:14][C:13]([C:4]4[CH:5]=[CH:6][C:7]([S:9]([CH3:12])(=[O:11])=[O:10])=[CH:8][C:3]=4[F:2])=[CH:18][CH:17]=3)[CH2:22][CH2:23]2)=[N:33][CH:32]=1. The yield is 0.910. (3) The reactants are [H-].[H-].[H-].[H-].[Li+].[Al+3].N1(CC2C=CC(O)=CC=2)CCCC1.[CH2:20]([N:27]([CH3:35])[C:28]([CH:30]1[CH2:33][C:32](=[O:34])[CH2:31]1)=O)[C:21]1[CH:26]=[CH:25][CH:24]=[CH:23][CH:22]=1.[OH-].[Na+]. The catalyst is C1COCC1.O. The product is [CH2:20]([N:27]([CH2:28][C@@H:30]1[CH2:31][C@H:32]([OH:34])[CH2:33]1)[CH3:35])[C:21]1[CH:26]=[CH:25][CH:24]=[CH:23][CH:22]=1. The yield is 0.590. (4) The reactants are [Cl:1][C:2]1[CH:7]=[CH:6][C:5]([C:8]2[CH:13]=[C:12]([CH:14]([F:16])[F:15])[N:11]3[N:17]=[CH:18][CH:19]=[C:10]3[N:9]=2)=[CH:4][C:3]=1[CH3:20].C([O-])(=O)C.[Na+].[I:26]Cl. The catalyst is C(O)(=O)C.O. The product is [Cl:1][C:2]1[CH:7]=[CH:6][C:5]([C:8]2[CH:13]=[C:12]([CH:14]([F:16])[F:15])[N:11]3[N:17]=[CH:18][C:19]([I:26])=[C:10]3[N:9]=2)=[CH:4][C:3]=1[CH3:20]. The yield is 0.960.